Regression/Classification. Given a drug SMILES string, predict its absorption, distribution, metabolism, or excretion properties. Task type varies by dataset: regression for continuous measurements (e.g., permeability, clearance, half-life) or binary classification for categorical outcomes (e.g., BBB penetration, CYP inhibition). Dataset: cyp1a2_veith. From a dataset of CYP1A2 inhibition data for predicting drug metabolism from PubChem BioAssay. (1) The compound is CC(=O)N1CCC[C@@]2(CCN(C(=O)Nc3ccccc3)C2)C1. The result is 0 (non-inhibitor). (2) The molecule is O=C(/C=C\NCC(=O)c1ccccc1)c1ccc(F)cc1. The result is 1 (inhibitor). (3) The drug is O=C1CC(c2ccccc2)Cc2nc(N3CCc4ccccc4C3)ncc21. The result is 1 (inhibitor). (4) The molecule is CC(C)(C)NC(=O)CSC(=Nc1ccc(F)cc1)NC#N. The result is 1 (inhibitor). (5) The drug is O=C(CN1C(=O)C2C3C=CC(C3)C2C1=O)Nc1cccc2c1CCCC2. The result is 0 (non-inhibitor).